This data is from Catalyst prediction with 721,799 reactions and 888 catalyst types from USPTO. The task is: Predict which catalyst facilitates the given reaction. (1) Reactant: Cl.[Br:2][C:3]1[N:7]([CH2:8][CH3:9])[C:6]([CH2:10]Cl)=[N:5][C:4]=1[CH3:12].C([O-])([O-])=O.[K+].[K+].[F:19][C:20]1[CH:25]=[CH:24][CH:23]=[C:22]([C:26]2[NH:27][CH:28]=[CH:29][N:30]=2)[N:21]=1.O. Product: [Br:2][C:3]1[N:7]([CH2:8][CH3:9])[C:6]([CH2:10][N:30]2[CH:29]=[CH:28][N:27]=[C:26]2[C:22]2[CH:23]=[CH:24][CH:25]=[C:20]([F:19])[N:21]=2)=[N:5][C:4]=1[CH3:12]. The catalyst class is: 3. (2) Reactant: [Cl:1][C:2]1[CH:7]=[CH:6][C:5](B(O)O)=[CH:4][CH:3]=1.C(=O)([O-])[O-].[K+].[K+].[CH2:17]([NH:21][C:22](=[O:40])[C:23]1[CH:28]=[CH:27][C:26]([CH2:29][CH2:30][O:31][C:32]2[CH:37]=[CH:36][C:35]([Cl:38])=[C:34](I)[CH:33]=2)=[CH:25][CH:24]=1)[CH:18]([CH3:20])[CH3:19].[Cl-].[NH4+]. Product: [CH2:17]([NH:21][C:22](=[O:40])[C:23]1[CH:28]=[CH:27][C:26]([CH2:29][CH2:30][O:31][C:32]2[CH:37]=[CH:36][C:35]([Cl:38])=[C:34]([C:5]3[CH:6]=[CH:7][C:2]([Cl:1])=[CH:3][CH:4]=3)[CH:33]=2)=[CH:25][CH:24]=1)[CH:18]([CH3:20])[CH3:19]. The catalyst class is: 70. (3) Reactant: Cl.Cl.[NH2:3][CH2:4][CH2:5][C:6]1[NH:7][C:8]2[CH:14]=[CH:13][CH:12]=[CH:11][C:9]=2[N:10]=1.[C:15]1(=O)[O:20][C:18](=[O:19])[C:17]2=[CH:21][CH:22]=[CH:23][CH:24]=[C:16]12.C(N(CC)CC)C. Product: [C:15]1(=[O:20])[N:3]([CH2:4][CH2:5][C:6]2[NH:10][C:9]3[CH:11]=[CH:12][CH:13]=[CH:14][C:8]=3[N:7]=2)[C:18](=[O:19])[C:17]2=[CH:21][CH:22]=[CH:23][CH:24]=[C:16]12. The catalyst class is: 789. (4) Reactant: [Cl:1][C:2]1[CH:3]=[C:4]([C:29](O)=[O:30])[CH:5]=[N:6][C:7]=1[NH:8][NH:9][C:10]([NH:12][CH:13]1[C:19]2[CH:20]=[N:21][CH:22]=[CH:23][C:18]=2[CH2:17][CH2:16][C:15]2[C:24]([F:28])=[CH:25][CH:26]=[CH:27][C:14]1=2)=[S:11].CN(C(ON1N=NC2C=CC=NC1=2)=[N+](C)C)C.F[P-](F)(F)(F)(F)F.CCN(C(C)C)C(C)C.Cl.[NH2:66][C@@H:67]1[CH2:71][CH2:70][N:69]([CH3:72])[C:68]1=[O:73]. Product: [Cl:1][C:2]1[CH:3]=[C:4]([C:29]([NH:66][C@@H:67]2[CH2:71][CH2:70][N:69]([CH3:72])[C:68]2=[O:73])=[O:30])[CH:5]=[N:6][C:7]=1[NH:8][NH:9][C:10]([NH:12][CH:13]1[C:19]2[CH:20]=[N:21][CH:22]=[CH:23][C:18]=2[CH2:17][CH2:16][C:15]2[C:24]([F:28])=[CH:25][CH:26]=[CH:27][C:14]1=2)=[S:11]. The catalyst class is: 44.